From a dataset of Forward reaction prediction with 1.9M reactions from USPTO patents (1976-2016). Predict the product of the given reaction. (1) The product is: [Br:15][C:16]1[CH:23]=[CH:22][C:19]([CH2:20][NH:1][CH2:2][C@H:3]([C:5]2[CH:10]=[CH:9][CH:8]=[CH:7][CH:6]=2)[OH:4])=[CH:18][CH:17]=1. Given the reactants [NH2:1][CH2:2][C@H:3]([C:5]1[CH:10]=[CH:9][CH:8]=[CH:7][CH:6]=1)[OH:4].C(O)(=O)C.[Br:15][C:16]1[CH:23]=[CH:22][C:19]([CH:20]=O)=[CH:18][CH:17]=1.C(O[BH-](OC(=O)C)OC(=O)C)(=O)C.[Na+], predict the reaction product. (2) Given the reactants [N:1]1([C:6]2[CH:7]=[C:8]([CH:11]=[C:12]([C:14]3[CH:19]=[CH:18][C:17]([C:20]([F:23])([F:22])[F:21])=[CH:16][CH:15]=3)[N:13]=2)[C:9]#[N:10])[CH2:5][CH2:4][CH2:3][CH2:2]1.Cl, predict the reaction product. The product is: [N:1]1([C:6]2[CH:7]=[C:8]([CH2:9][NH2:10])[CH:11]=[C:12]([C:14]3[CH:19]=[CH:18][C:17]([C:20]([F:23])([F:21])[F:22])=[CH:16][CH:15]=3)[N:13]=2)[CH2:5][CH2:4][CH2:3][CH2:2]1. (3) Given the reactants [C:1]([C:4]1[N:8]([CH2:9][CH2:10][O:11][CH2:12][CH3:13])[N:7]=[C:6]([C:14]([O:16][CH3:17])=[O:15])[C:5]=1[N+:18]([O-])=O)(=[O:3])[NH2:2].C([O-])=O.[NH4+], predict the reaction product. The product is: [NH2:18][C:5]1[C:6]([C:14]([O:16][CH3:17])=[O:15])=[N:7][N:8]([CH2:9][CH2:10][O:11][CH2:12][CH3:13])[C:4]=1[C:1](=[O:3])[NH2:2]. (4) Given the reactants [CH:1]1[CH:6]=[CH:5][C:4]([NH:7][C:8]2[CH:13]=[CH:12][C:11]([N:14]=[O:15])=[CH:10][CH:9]=2)=[CH:3][CH:2]=1.N1C=CC=CC=1.C1(C)C=CC=CC=1.[C:29](OC(=O)C)(=[O:31])[CH3:30], predict the reaction product. The product is: [C:29]([O:15][N:14]=[C:11]1[CH:12]=[CH:13][C:8](=[N:7][C:4]2[CH:3]=[CH:2][CH:1]=[CH:6][CH:5]=2)[CH:9]=[CH:10]1)(=[O:31])[CH3:30]. (5) Given the reactants Cl[CH2:2][C:3]1[CH:4]=[C:5]2[C:9](=[CH:10][CH:11]=1)[CH:8]([NH:12][S:13]([CH:16]([CH3:18])[CH3:17])(=[O:15])=[O:14])[CH2:7][CH2:6]2.[F:19][C:20]([F:32])([F:31])[C:21]1[C:25]([C:26]([O:28][CH2:29][CH3:30])=[O:27])=[CH:24][NH:23][N:22]=1.C(=O)([O-])[O-].[K+].[K+], predict the reaction product. The product is: [CH3:17][CH:16]([S:13]([NH:12][CH:8]1[C:9]2[C:5](=[CH:4][C:3]([CH2:2][N:23]3[CH:24]=[C:25]([C:26]([O:28][CH2:29][CH3:30])=[O:27])[C:21]([C:20]([F:19])([F:31])[F:32])=[N:22]3)=[CH:11][CH:10]=2)[CH2:6][CH2:7]1)(=[O:15])=[O:14])[CH3:18].